From a dataset of Forward reaction prediction with 1.9M reactions from USPTO patents (1976-2016). Predict the product of the given reaction. (1) Given the reactants [F:1][C:2]1[CH:7]=[CH:6][C:5]([CH2:8][C:9](=O)[CH:10]([CH3:12])[CH3:11])=[CH:4][C:3]=1[O:14][CH2:15][CH2:16][O:17][CH3:18].C([O-])(=O)C.[NH4+].[BH3-]C#[N:26].[Na+], predict the reaction product. The product is: [F:1][C:2]1[CH:7]=[CH:6][C:5]([CH2:8][CH:9]([NH2:26])[CH:10]([CH3:12])[CH3:11])=[CH:4][C:3]=1[O:14][CH2:15][CH2:16][O:17][CH3:18]. (2) Given the reactants [O:1]=[C:2]1[CH:11]=[CH:10][C:9]2[CH2:8][CH2:7][C:6](=[O:12])[N:5]3[CH2:13][C@@H:14]([CH2:15][N:16]4[CH2:21][CH2:20][C:19]([NH:23]C(=O)OCC5C=CC=CC=5)([CH3:22])[CH2:18][CH2:17]4)[N:3]1[C:4]=23.[H][H], predict the reaction product. The product is: [NH2:23][C:19]1([CH3:22])[CH2:18][CH2:17][N:16]([CH2:15][C@H:14]2[N:3]3[C:4]4[N:5]([C:6](=[O:12])[CH2:7][CH2:8][C:9]=4[CH:10]=[CH:11][C:2]3=[O:1])[CH2:13]2)[CH2:21][CH2:20]1. (3) The product is: [Cl:49][C:46]1[CH:47]=[CH:48][C:43]([CH2:42][N:2]([CH3:1])[C:3]2[S:4][C:5]3[CH2:26][CH2:25][CH2:24][CH2:23][C:6]=3[C:7]=2[C:8]([NH:10][C@H:11]([C:13]2[CH:22]=[CH:21][C:16]([C:17]([O:19][CH3:20])=[O:18])=[CH:15][CH:14]=2)[CH3:12])=[O:9])=[CH:44][CH:45]=1. Given the reactants [CH3:1][NH:2][C:3]1[S:4][C:5]2[CH2:26][CH2:25][CH2:24][CH2:23][C:6]=2[C:7]=1[C:8]([NH:10][C@H:11]([C:13]1[CH:22]=[CH:21][C:16]([C:17]([O:19][CH3:20])=[O:18])=[CH:15][CH:14]=1)[CH3:12])=[O:9].CN1CCN(C)C1=O.C(=O)([O-])[O-].[K+].[K+].Br[CH2:42][C:43]1[CH:48]=[CH:47][C:46]([Cl:49])=[CH:45][CH:44]=1, predict the reaction product. (4) Given the reactants [Br:1][CH2:2][CH2:3][P:4]([CH2:7][CH2:8][Br:9])(=[O:6])[OH:5].C(OCC)(OCC)O[CH2:12][CH3:13], predict the reaction product. The product is: [Br:1][CH2:2][CH2:3][P:4]([CH2:7][CH2:8][Br:9])(=[O:5])[O:6][CH2:12][CH3:13]. (5) Given the reactants Br[C:2]1[C:10]2[C:5](=[CH:6][CH:7]=[C:8]([C:11]#[N:12])[CH:9]=2)[N:4]([CH:13]2[CH2:18][CH2:17][CH2:16][CH2:15][O:14]2)[N:3]=1.[CH3:19][O:20][C:21]1[CH:26]=[CH:25][C:24](B(O)O)=[CH:23][CH:22]=1.[O-]P([O-])([O-])=O.[K+].[K+].[K+], predict the reaction product. The product is: [CH3:19][O:20][C:21]1[CH:26]=[CH:25][C:24]([C:2]2[C:10]3[C:5](=[CH:6][CH:7]=[C:8]([C:11]#[N:12])[CH:9]=3)[N:4]([CH:13]3[CH2:18][CH2:17][CH2:16][CH2:15][O:14]3)[N:3]=2)=[CH:23][CH:22]=1. (6) Given the reactants [N:1]1([C:10]2[S:14][C:13]([C:15]([OH:17])=O)=[C:12]([O:18][CH2:19][C:20]3[CH:25]=[CH:24][CH:23]=[CH:22][CH:21]=3)[CH:11]=2)[C:5]2[CH:6]=[CH:7][CH:8]=[CH:9][C:4]=2[N:3]=[CH:2]1.CN(C)C=O.C(Cl)(=O)C(Cl)=O.Cl.[NH2:38][OH:39].C(N(CC)CC)C.Cl, predict the reaction product. The product is: [N:1]1([C:10]2[S:14][C:13]([C:15]([NH:38][OH:39])=[O:17])=[C:12]([O:18][CH2:19][C:20]3[CH:25]=[CH:24][CH:23]=[CH:22][CH:21]=3)[CH:11]=2)[C:5]2[CH:6]=[CH:7][CH:8]=[CH:9][C:4]=2[N:3]=[CH:2]1. (7) Given the reactants [CH3:1][N:2]1[CH:6]=[CH:5][N:4]=[C:3]1[C:7](=[N:14][O:15][CH2:16][C:17]1[N:22]=[C:21]([NH2:23])[CH:20]=[CH:19][N:18]=1)[C:8]1[CH:13]=[CH:12][CH:11]=[CH:10][CH:9]=1.C(N(CC)CC)C.[CH:31]1([C:34](Cl)=[O:35])[CH2:33][CH2:32]1, predict the reaction product. The product is: [CH3:1][N:2]1[CH:6]=[CH:5][N:4]=[C:3]1[C:7](=[N:14][O:15][CH2:16][C:17]1[N:22]=[C:21]([NH:23][C:34]([CH:31]2[CH2:33][CH2:32]2)=[O:35])[CH:20]=[CH:19][N:18]=1)[C:8]1[CH:9]=[CH:10][CH:11]=[CH:12][CH:13]=1.